Predict which catalyst facilitates the given reaction. From a dataset of Catalyst prediction with 721,799 reactions and 888 catalyst types from USPTO. (1) Reactant: O1C2C=CC=CC=2N=C1.NC1C=CC=CC=1.C(OC([N:24]1[CH2:29][CH2:28][N:27]([S:30]([C:33]2[C:41]3[O:40]C(C(C)(C)C)=[N:38][C:37]=3[CH:36]=[CH:35][C:34]=2[Cl:46])(=[O:32])=[O:31])[CH2:26][CH2:25]1)=O)(C)(C)C.OS(O)(=O)=O. Product: [NH2:38][C:37]1[C:41]([OH:40])=[C:33]([S:30]([N:27]2[CH2:28][CH2:29][NH:24][CH2:25][CH2:26]2)(=[O:32])=[O:31])[C:34]([Cl:46])=[CH:35][CH:36]=1. The catalyst class is: 38. (2) Reactant: [Cl:1][C:2]1[C:6]([Cl:7])=[C:5]([C:8]([OH:10])=O)[S:4][N:3]=1.C(Cl)(=O)C([Cl:14])=O. Product: [Cl:1][C:2]1[C:6]([Cl:7])=[C:5]([C:8]([Cl:14])=[O:10])[S:4][N:3]=1. The catalyst class is: 3. (3) Reactant: [Cl:1][C:2]1[CH:7]=[CH:6][C:5]([N:8]2[CH2:13][CH2:12][CH:11]([CH2:14][C:15]([OH:17])=O)[CH2:10][CH2:9]2)=[C:4]([NH:18][C:19](=[O:27])[C:20]2[CH:25]=[CH:24][CH:23]=[C:22]([Cl:26])[CH:21]=2)[CH:3]=1.[OH:28][CH:29]1[CH2:34][CH2:33][NH:32][CH2:31][CH2:30]1.F[B-](F)(F)F.N1(OC(N(C)C)=[N+](C)C)C2C=CC=CC=2N=N1.C(N(CC)CC)C. Product: [Cl:26][C:22]1[CH:21]=[C:20]([CH:25]=[CH:24][CH:23]=1)[C:19]([NH:18][C:4]1[CH:3]=[C:2]([Cl:1])[CH:7]=[CH:6][C:5]=1[N:8]1[CH2:9][CH2:10][CH:11]([CH2:14][C:15]([N:32]2[CH2:33][CH2:34][CH:29]([OH:28])[CH2:30][CH2:31]2)=[O:17])[CH2:12][CH2:13]1)=[O:27]. The catalyst class is: 9. (4) Reactant: [H-].[H-].[H-].[H-].[Li+].[Al+3].[CH2:7]([CH:10]1[CH2:14][O:13][CH2:12]/[C:11]/1=[N:15]\O)[CH:8]=[CH2:9]. Product: [CH2:7]([CH:10]1[CH2:14][O:13][CH2:12][CH:11]1[NH2:15])[CH:8]=[CH2:9]. The catalyst class is: 7.